This data is from KCNQ2 potassium channel screen with 302,405 compounds. The task is: Binary Classification. Given a drug SMILES string, predict its activity (active/inactive) in a high-throughput screening assay against a specified biological target. The drug is s1c2n(nc1c1ccncc1)c(nn2)Cc1ccccc1. The result is 0 (inactive).